Task: Predict which catalyst facilitates the given reaction.. Dataset: Catalyst prediction with 721,799 reactions and 888 catalyst types from USPTO (1) Reactant: Cl[S:2]([N:5]=[C:6]=[O:7])(=[O:4])=[O:3].[C:8]([OH:12])([CH3:11])([CH3:10])[CH3:9].[CH3:13][O:14][C:15](=[O:28])[CH2:16][NH:17][C:18]1[CH:23]=[CH:22][C:21]([O:24][CH3:25])=[CH:20][C:19]=1[O:26][CH3:27]. Product: [CH3:13][O:14][C:15](=[O:28])[CH2:16][N:17]([S:2](=[O:4])(=[O:3])[NH:5][C:6]([O:12][C:8]([CH3:11])([CH3:10])[CH3:9])=[O:7])[C:18]1[CH:23]=[CH:22][C:21]([O:24][CH3:25])=[CH:20][C:19]=1[O:26][CH3:27]. The catalyst class is: 2. (2) Reactant: [CH2:1]([C@H:8]1[N:13]([C:14]([C:16]2[N:17]=[CH:18][N:19]([CH:27]3[CH2:33][CH2:32][CH2:31][CH2:30][NH:29][C:28]3=[O:34])[C:20]=2[C:21]2[CH:26]=[CH:25][CH:24]=[CH:23][CH:22]=2)=[O:15])[CH2:12][CH2:11][N:10]([C:35]([O:37][C:38]([CH3:41])([CH3:40])[CH3:39])=[O:36])[CH2:9]1)[C:2]1[CH:7]=[CH:6][CH:5]=[CH:4][CH:3]=1.I[C:43]1[CH:48]=[CH:47][CH:46]=[CH:45][CH:44]=1.C(N)CN.P([O-])([O-])([O-])=O.[K+].[K+].[K+]. Product: [CH2:1]([C@H:8]1[N:13]([C:14]([C:16]2[N:17]=[CH:18][N:19]([CH:27]3[CH2:33][CH2:32][CH2:31][CH2:30][N:29]([C:43]4[CH:48]=[CH:47][CH:46]=[CH:45][CH:44]=4)[C:28]3=[O:34])[C:20]=2[C:21]2[CH:26]=[CH:25][CH:24]=[CH:23][CH:22]=2)=[O:15])[CH2:12][CH2:11][N:10]([C:35]([O:37][C:38]([CH3:41])([CH3:40])[CH3:39])=[O:36])[CH2:9]1)[C:2]1[CH:7]=[CH:6][CH:5]=[CH:4][CH:3]=1. The catalyst class is: 246. (3) Reactant: [Br:1]Br.[N:3]1[N:4]2[CH:12]=[N:11][CH:10]=[C:5]2[C:6](=[O:9])[NH:7][CH:8]=1. Product: [Br:1][C:12]1[N:4]2[C:5]([C:6](=[O:9])[NH:7][CH:8]=[N:3]2)=[CH:10][N:11]=1. The catalyst class is: 3. (4) Reactant: [NH2:1][C:2]1[CH:3]=[C:4]([C:8]2[CH:16]=[CH:15][C:14]([C:17]([NH2:19])=[O:18])=[C:13]3[C:9]=2[CH:10]=[C:11]([CH:20]=[CH2:21])[NH:12]3)[CH:5]=[CH:6][CH:7]=1. Product: [NH2:1][C:2]1[CH:3]=[C:4]([C:8]2[CH:16]=[CH:15][C:14]([C:17]([NH2:19])=[O:18])=[C:13]3[C:9]=2[CH:10]=[C:11]([CH2:20][CH3:21])[NH:12]3)[CH:5]=[CH:6][CH:7]=1. The catalyst class is: 123. (5) Reactant: [F-].C([N+](CCCC)(CCCC)CCCC)CCC.[CH2:19]([O:21][C:22](=[O:46])[C:23]([CH3:45])([CH3:44])[C:24]([C:26]1[CH:35]=[CH:34][C:33]2[C:28](=[CH:29][CH:30]=[C:31]([O:36][Si](C(C)(C)C)(C)C)[CH:32]=2)[CH:27]=1)=[O:25])[CH3:20]. Product: [CH2:19]([O:21][C:22](=[O:46])[C:23]([CH3:45])([CH3:44])[C:24]([C:26]1[CH:35]=[CH:34][C:33]2[C:28](=[CH:29][CH:30]=[C:31]([OH:36])[CH:32]=2)[CH:27]=1)=[O:25])[CH3:20]. The catalyst class is: 56. (6) Reactant: [C:1]([C:5]1[S:9][C:8]([NH:10][C:11](=[O:21])[C:12]2[CH:17]=[C:16]([Cl:18])[CH:15]=[CH:14][C:13]=2[O:19][CH3:20])=[N:7][CH:6]=1)([CH3:4])([CH3:3])[CH3:2].CN(C)C=O.[CH3:27][C:28](C)([O-])[CH3:29].[K+].C(Br)C=C. Product: [CH2:29]([N:7]1[CH:6]=[C:5]([C:1]([CH3:4])([CH3:2])[CH3:3])[S:9]/[C:8]/1=[N:10]\[C:11](=[O:21])[C:12]1[CH:17]=[C:16]([Cl:18])[CH:15]=[CH:14][C:13]=1[O:19][CH3:20])[CH:28]=[CH2:27]. The catalyst class is: 7. (7) The catalyst class is: 7. Product: [C:1]1([CH2:7][CH2:8][C:9]2[N:13]3[CH:14]=[C:15]([CH2:18][OH:19])[CH:16]=[CH:17][C:12]3=[CH:11][N:10]=2)[CH:2]=[CH:3][CH:4]=[CH:5][CH:6]=1. Reactant: [C:1]1([CH2:7][CH2:8][C:9]2[N:13]3[CH:14]=[C:15]([C:18](OC)=[O:19])[CH:16]=[CH:17][C:12]3=[CH:11][N:10]=2)[CH:6]=[CH:5][CH:4]=[CH:3][CH:2]=1.[H-].[H-].[H-].[H-].[Li+].[Al+3].[O-]S([O-])(=O)=O.[Na+].[Na+].